Dataset: Full USPTO retrosynthesis dataset with 1.9M reactions from patents (1976-2016). Task: Predict the reactants needed to synthesize the given product. Given the product [Cl:19][C:3]1[CH:4]=[C:5]([NH:12][C:13]2[N:17]=[C:16]([NH2:18])[NH:15][N:14]=2)[CH:6]=[C:7]([C:8]([F:11])([F:10])[F:9])[C:2]=1[C:56]1[CH:55]=[CH:54][C:53]([S:50]([CH:47]([CH3:49])[CH3:48])(=[O:52])=[O:51])=[CH:58][CH:57]=1, predict the reactants needed to synthesize it. The reactants are: Br[C:2]1[C:7]([C:8]([F:11])([F:10])[F:9])=[CH:6][C:5]([NH:12][C:13]2[N:17]=[C:16]([NH2:18])[NH:15][N:14]=2)=[CH:4][C:3]=1[Cl:19].CN1C(C)(C)CC(SC2C=CC(B3OC(C)(C)C(C)(C)O3)=CC=2)CC1(C)C.[CH:47]([S:50]([C:53]1[CH:58]=[CH:57][C:56](B(O)O)=[CH:55][CH:54]=1)(=[O:52])=[O:51])([CH3:49])[CH3:48].C([O-])([O-])=O.[K+].[K+].